From a dataset of Reaction yield outcomes from USPTO patents with 853,638 reactions. Predict the reaction yield, written as a fraction of the theoretical maximum amount of product (1.0 means a 100% yield; for example, 0.34 means a 34% yield). The reactants are [F:1][C:2]1[CH:7]=[CH:6][C:5]([CH:8]([OH:16])[CH2:9][C:10]2[CH:15]=[CH:14][CH:13]=[CH:12][CH:11]=2)=[CH:4][C:3]=1[O:17][CH3:18].CC(C)=O.OS(O)(=O)=O.O=[Cr](=O)=O. The catalyst is CC(C)=O. The product is [F:1][C:2]1[CH:7]=[CH:6][C:5]([C:8](=[O:16])[CH2:9][C:10]2[CH:15]=[CH:14][CH:13]=[CH:12][CH:11]=2)=[CH:4][C:3]=1[O:17][CH3:18]. The yield is 0.660.